Dataset: Full USPTO retrosynthesis dataset with 1.9M reactions from patents (1976-2016). Task: Predict the reactants needed to synthesize the given product. (1) Given the product [Cl:2][C:3]1[CH:8]=[CH:7][C:6]([N:9]([CH2:12][CH2:13][CH2:14][C:15]2[CH:20]=[CH:19][CH:18]=[CH:17][CH:16]=2)[NH2:10])=[CH:5][CH:4]=1, predict the reactants needed to synthesize it. The reactants are: Cl.[Cl:2][C:3]1[CH:8]=[CH:7][C:6]([NH:9][NH2:10])=[CH:5][CH:4]=1.Br[CH2:12][CH2:13][CH2:14][C:15]1[CH:20]=[CH:19][CH:18]=[CH:17][CH:16]=1. (2) Given the product [F:22][C:23]([F:36])([F:37])[C:24]1[CH:25]=[C:26]([CH:29]=[C:30]([C:32]([F:35])([F:33])[F:34])[CH:31]=1)[CH2:27][NH:28][CH2:14][C:13]1[C:8]([N:7]([CH2:6][CH:1]2[CH2:5][CH2:4][CH2:3][CH2:2]2)[CH2:20][CH3:21])=[N:9][CH:10]=[C:11]([C:16]([F:19])([F:18])[F:17])[CH:12]=1, predict the reactants needed to synthesize it. The reactants are: [CH:1]1([CH2:6][N:7]([CH2:20][CH3:21])[C:8]2[C:13]([CH:14]=O)=[CH:12][C:11]([C:16]([F:19])([F:18])[F:17])=[CH:10][N:9]=2)[CH2:5][CH2:4][CH2:3][CH2:2]1.[F:22][C:23]([F:37])([F:36])[C:24]1[CH:25]=[C:26]([CH:29]=[C:30]([C:32]([F:35])([F:34])[F:33])[CH:31]=1)[CH2:27][NH2:28].[BH4-].[BH4-].[BH4-].[BH4-].[Na+].[Na+].[Na+].[Na+].[Cl-].[NH4+]. (3) The reactants are: [C:1]([O:5][C:6]([N:8]1[C@@H:12]([C:13]#[C:14][C:15]2[CH:20]=[CH:19][CH:18]=[C:17]([C:21]([F:24])([F:23])[F:22])[N:16]=2)[CH2:11][O:10][C:9]1([CH3:26])[CH3:25])=[O:7])([CH3:4])([CH3:3])[CH3:2].C([O-])=O.[NH4+]. Given the product [C:1]([O:5][C:6]([N:8]1[C@@H:12]([CH2:13][CH2:14][C:15]2[CH:20]=[CH:19][CH:18]=[C:17]([C:21]([F:22])([F:23])[F:24])[N:16]=2)[CH2:11][O:10][C:9]1([CH3:26])[CH3:25])=[O:7])([CH3:4])([CH3:2])[CH3:3], predict the reactants needed to synthesize it. (4) Given the product [F:1][C:2]([F:34])([F:33])[C:3]1[CH:4]=[C:5]([C@H:13]2[O:18][C:17](=[O:19])[N:16]([CH2:20][C:21]3[CH:26]=[C:25]([C:27]([F:30])([F:29])[F:28])[CH:24]=[CH:23][C:22]=3[C:38]3[CH:39]=[C:40]([C:43]([CH3:47])([CH3:46])[CH2:44][OH:45])[CH:41]=[CH:42][C:37]=3[O:36][CH3:35])[C@@H:15]([CH3:32])[CH2:14]2)[CH:6]=[C:7]([C:9]([F:12])([F:11])[F:10])[CH:8]=1, predict the reactants needed to synthesize it. The reactants are: [F:1][C:2]([F:34])([F:33])[C:3]1[CH:4]=[C:5]([C@H:13]2[O:18][C:17](=[O:19])[N:16]([CH2:20][C:21]3[CH:26]=[C:25]([C:27]([F:30])([F:29])[F:28])[CH:24]=[CH:23][C:22]=3I)[C@@H:15]([CH3:32])[CH2:14]2)[CH:6]=[C:7]([C:9]([F:12])([F:11])[F:10])[CH:8]=1.[CH3:35][O:36][C:37]1[CH:42]=[CH:41][C:40]([C:43]([CH3:47])([CH3:46])[CH2:44][OH:45])=[CH:39][C:38]=1B1OC(C)(C)C(C)(C)O1.C([O-])([O-])=O.[K+].[K+]. (5) The reactants are: [CH2:1]([O:3][C:4]([C:6]1[CH:10]=[CH:9][NH:8][C:7]=1[C:11]1[CH:16]=[CH:15][CH:14]=[CH:13][CH:12]=1)=[O:5])[CH3:2].[CH3:17][O:18][C:19]1[CH:26]=[CH:25][CH:24]=[CH:23][C:20]=1[CH2:21]Cl.[H-].[Na+].C(=O)(O)[O-].[Na+]. Given the product [CH2:1]([O:3][C:4]([C:6]1[CH:10]=[CH:9][N:8]([CH2:21][C:20]2[CH:23]=[CH:24][CH:25]=[CH:26][C:19]=2[O:18][CH3:17])[C:7]=1[C:11]1[CH:16]=[CH:15][CH:14]=[CH:13][CH:12]=1)=[O:5])[CH3:2], predict the reactants needed to synthesize it.